This data is from Experimentally validated miRNA-target interactions with 360,000+ pairs, plus equal number of negative samples. The task is: Binary Classification. Given a miRNA mature sequence and a target amino acid sequence, predict their likelihood of interaction. (1) The miRNA is hsa-miR-616-5p with sequence ACUCAAAACCCUUCAGUGACUU. The protein sequence of the target gene is MEAALLGLCNWSTLGVCAALKLPQISAVLAARSARGLSLPSLLLELAGFLVFLRYQCYYGYPPLTYLEYPILIAQDVILLLCIFHFNGNVKQATPYIAVLVSSWFILALQKWIIDLAMNLCTFISAASKFAQLQCLWKTRDSGTVSALTWSLSSYTCATRIITTLMTTNDFTILLRFVIMLALNIWVTVTVLRYRKTAIKAE. Result: 0 (no interaction). (2) The miRNA is hsa-miR-15a-5p with sequence UAGCAGCACAUAAUGGUUUGUG. The protein sequence of the target gene is MARISFSYLCPASWYFTVPTVSPFLRQRVAFLGLFFISCLLLLMLIIDFRHWSASLPRDRQYERYLARVGELEATDTEDPNLNYGLVVDCGSSGSRIFVYFWPRHNGNPHDLLDIKQMRDRNSQPVVKKIKPGISAMADTPEHASDYLRPLLSFAAAHVPVKKHKETPLYILCTAGMRLLPERKQLAILADLVKDLPLEFDFLFSQSQAEVISGKQEGVYAWIGINFVLGRFDHEDESDAEATQELAAGRRRTVGILDMGGASLQIAYEVPTSTSVLPAKQEEAAKILLAEFNLGCDVQH.... Result: 1 (interaction). (3) The miRNA is hsa-miR-95-3p with sequence UUCAACGGGUAUUUAUUGAGCA. The protein sequence of the target gene is MGTTSDEMVSVEQTSSSSLNPLCFECGQQHWTRENHLYNYQNEVDDDLVCHICLQPLLQPLDTPCGHTFCYKCLRNFLQEKDFCPLDRKRLHFKLCKKSSILVHKLLDKLLVLCPFSSVCKDVMQRCDLEAHLKNRCPGASHRRVALERRKTSRTQAEIENENGPTLLDPAGTLSPEADCLGTGAVPVERHLTSASLSTWSEEPGLDNPAFEESAGADTTQQPLSLPEGEITTIEIHRSNPYIQLGISIVGGNETPLINIVIQEVYRDGVIARDGRLLAGDQILQVNNYNISNVSHNYAR.... Result: 0 (no interaction). (4) The miRNA is mmu-miR-325-3p with sequence UUUAUUGAGCACCUCCUAUCAA. The protein sequence of the target gene is MQPSGHRLRDIEHHPLLTDNDNYDSASSSSSETDMADRVWFIRDGCGMVCAVMTWLLVVYADFVVTFVMLLPSKDFWYSVVNGVLFNCLAVLALSSHLRTMLTDPGAVPKGNATKEYMESLQLKPGEVIYKCPKCCCIKPERAHHCSICKRCIRKMDHHCPWVNNCVGEKNQRFFVLFTMYIALSSVHALILCGLQFISCVRGQWTECSDFSPPITVILLVFLCLEGLLFFTFTAVMFGTQIHSICNDETEIERLKSEKPTWERRLRWEGMKSVFGGPPSLLWMNPFVGFRLRRLQMRTR.... Result: 0 (no interaction). (5) The miRNA is hsa-miR-6814-3p with sequence ACUCGCAUCCUUCCCUUGGCAG. The protein sequence of the target gene is MGTRDDEYDYLFKVVLIGDSGVGKSNLLSRFTRNEFNLESKSTIGVEFATRSIQVDGKTIKAQIWDTAGQERYRAITSAYYRGAVGALLVYDIAKHLTYENVERWLKELRDHADSNIVIMLVGNKSDLRHLRAVPTDEARAFAEKNGLSFIETSALDSTNVEAAFQTILTEIYRIVSQKQMSDRRENDMSPSNNVVPIHVPPTTENKPKVQCCQNI. Result: 0 (no interaction).